Dataset: Catalyst prediction with 721,799 reactions and 888 catalyst types from USPTO. Task: Predict which catalyst facilitates the given reaction. (1) Reactant: C(OC(=O)[NH:7][C@@:8]12[C:18]([CH3:20])([CH3:19])[C@H:15]([CH2:16][CH2:17]1)[C:14]1[CH:13]=[C:12]([C:21]3[CH:26]=[CH:25][CH:24]=[CH:23][C:22]=3[F:27])[N:11]=[N:10][C:9]2=1)(C)(C)C.Cl. Product: [F:27][C:22]1[CH:23]=[CH:24][CH:25]=[CH:26][C:21]=1[C:12]1[N:11]=[N:10][C:9]2[C@:8]3([NH2:7])[C:18]([CH3:19])([CH3:20])[C@@H:15]([C:14]=2[CH:13]=1)[CH2:16][CH2:17]3. The catalyst class is: 12. (2) Product: [CH3:19][NH:18][CH2:17][CH2:16][O:15][CH2:14][CH2:13][O:12][CH2:11][CH2:10][O:9][CH2:8][CH2:7][O:6][CH2:5][CH2:4][C:3]([OH:25])=[O:2]. Reactant: C[O:2][C:3](=[O:25])[CH2:4][CH2:5][O:6][CH2:7][CH2:8][O:9][CH2:10][CH2:11][O:12][CH2:13][CH2:14][O:15][CH2:16][CH2:17][NH:18][C:19](=O)C(F)(F)F.CI.[H-].[Na+]. The catalyst class is: 1.